From a dataset of NCI-60 drug combinations with 297,098 pairs across 59 cell lines. Regression. Given two drug SMILES strings and cell line genomic features, predict the synergy score measuring deviation from expected non-interaction effect. (1) Drug 1: CC1=C(C(=CC=C1)Cl)NC(=O)C2=CN=C(S2)NC3=CC(=NC(=N3)C)N4CCN(CC4)CCO. Drug 2: CCN(CC)CCNC(=O)C1=C(NC(=C1C)C=C2C3=C(C=CC(=C3)F)NC2=O)C. Cell line: SF-295. Synergy scores: CSS=-0.155, Synergy_ZIP=1.53, Synergy_Bliss=1.49, Synergy_Loewe=0.578, Synergy_HSA=-0.596. (2) Drug 1: CN1CCC(CC1)COC2=C(C=C3C(=C2)N=CN=C3NC4=C(C=C(C=C4)Br)F)OC. Drug 2: CC1C(C(CC(O1)OC2CC(CC3=C2C(=C4C(=C3O)C(=O)C5=C(C4=O)C(=CC=C5)OC)O)(C(=O)C)O)N)O.Cl. Cell line: SK-MEL-2. Synergy scores: CSS=11.5, Synergy_ZIP=17.8, Synergy_Bliss=18.2, Synergy_Loewe=10.1, Synergy_HSA=16.1. (3) Drug 1: CCC(=C(C1=CC=CC=C1)C2=CC=C(C=C2)OCCN(C)C)C3=CC=CC=C3.C(C(=O)O)C(CC(=O)O)(C(=O)O)O. Drug 2: COCCOC1=C(C=C2C(=C1)C(=NC=N2)NC3=CC=CC(=C3)C#C)OCCOC.Cl. Cell line: UO-31. Synergy scores: CSS=14.7, Synergy_ZIP=7.46, Synergy_Bliss=13.0, Synergy_Loewe=4.23, Synergy_HSA=6.80.